Dataset: Full USPTO retrosynthesis dataset with 1.9M reactions from patents (1976-2016). Task: Predict the reactants needed to synthesize the given product. Given the product [F:68][C:67]([F:70])([F:69])[C:65]([OH:71])=[O:66].[CH2:34]([N:37]1[C:45]2[C:40](=[N:41][C:42]([N:20]3[CH:21]=[C:22]4[CH2:26][NH:25][CH2:24][C:23]4=[N:19]3)=[C:43]([Cl:46])[CH:44]=2)[N:39]=[C:38]1[O:48][C@@H:49]1[CH2:53][O:52][C@@H:51]2[C@H:54]([O:57][Si:58]([C:61]([CH3:64])([CH3:63])[CH3:62])([CH3:59])[CH3:60])[CH2:55][O:56][C@H:50]12)[CH:35]=[CH2:36], predict the reactants needed to synthesize it. The reactants are: CN[C@@H]1CCCC[C@H]1NC.[O-]P([O-])([O-])=O.[K+].[K+].[K+].[N:19]1[NH:20][CH:21]=[C:22]2[CH2:26][N:25](C(OC(C)(C)C)=O)[CH2:24][C:23]=12.[CH2:34]([N:37]1[C:45]2[C:40](=[N:41][C:42](I)=[C:43]([Cl:46])[CH:44]=2)[N:39]=[C:38]1[O:48][C@@H:49]1[CH2:53][O:52][C@@H:51]2[C@H:54]([O:57][Si:58]([C:61]([CH3:64])([CH3:63])[CH3:62])([CH3:60])[CH3:59])[CH2:55][O:56][C@H:50]12)[CH:35]=[CH2:36].[C:65]([OH:71])([C:67]([F:70])([F:69])[F:68])=[O:66].